This data is from Catalyst prediction with 721,799 reactions and 888 catalyst types from USPTO. The task is: Predict which catalyst facilitates the given reaction. Reactant: [CH2:1](Br)[C:2]1[CH:7]=[CH:6][CH:5]=[CH:4][CH:3]=1.[OH:9][C:10]1[CH:11]=[CH:12][C:13]([CH3:16])=[N:14][CH:15]=1.C(=O)([O-])[O-].[K+].[K+]. Product: [CH2:1]([O:9][C:10]1[CH:11]=[CH:12][C:13]([CH3:16])=[N:14][CH:15]=1)[C:2]1[CH:7]=[CH:6][CH:5]=[CH:4][CH:3]=1. The catalyst class is: 10.